Dataset: NCI-60 drug combinations with 297,098 pairs across 59 cell lines. Task: Regression. Given two drug SMILES strings and cell line genomic features, predict the synergy score measuring deviation from expected non-interaction effect. Drug 1: CN1C2=C(C=C(C=C2)N(CCCl)CCCl)N=C1CCCC(=O)O.Cl. Drug 2: CC1=C(C=C(C=C1)C(=O)NC2=CC(=CC(=C2)C(F)(F)F)N3C=C(N=C3)C)NC4=NC=CC(=N4)C5=CN=CC=C5. Cell line: MCF7. Synergy scores: CSS=4.10, Synergy_ZIP=11.2, Synergy_Bliss=0.683, Synergy_Loewe=1.62, Synergy_HSA=0.147.